Predict the product of the given reaction. From a dataset of Forward reaction prediction with 1.9M reactions from USPTO patents (1976-2016). (1) Given the reactants [Cl:1][C:2]1[CH:10]=[C:9]2[C:5]([C:6]([C:18]([O:20]C)=[O:19])=[CH:7][N:8]2C(OC(C)(C)C)=O)=[CH:4][C:3]=1[C:22]1[CH:27]=[CH:26][C:25]([O:28][CH2:29][C:30]2[CH:31]=[N:32][CH:33]=[CH:34][CH:35]=2)=[CH:24][CH:23]=1.[OH-].[Na+], predict the reaction product. The product is: [Cl:1][C:2]1[CH:10]=[C:9]2[C:5]([C:6]([C:18]([OH:20])=[O:19])=[CH:7][NH:8]2)=[CH:4][C:3]=1[C:22]1[CH:23]=[CH:24][C:25]([O:28][CH2:29][C:30]2[CH:31]=[N:32][CH:33]=[CH:34][CH:35]=2)=[CH:26][CH:27]=1. (2) The product is: [CH3:16][O:17][C:18]1[CH:25]=[CH:24][C:21]([CH2:22][O:23][C:2]2[CH:3]=[CH:4][C:5]([C:8]#[N:9])=[N:6][CH:7]=2)=[CH:20][CH:19]=1. Given the reactants Br[C:2]1[CH:3]=[CH:4][C:5]([C:8]#[N:9])=[N:6][CH:7]=1.C(=O)([O-])[O-].[Cs+].[Cs+].[CH3:16][O:17][C:18]1[CH:25]=[CH:24][C:21]([CH2:22][OH:23])=[CH:20][CH:19]=1.N1C2C(=CC=C3C=2N=CC=C3)C=CC=1, predict the reaction product.